This data is from Reaction yield outcomes from USPTO patents with 853,638 reactions. The task is: Predict the reaction yield, written as a fraction of the theoretical maximum amount of product (1.0 means a 100% yield; for example, 0.34 means a 34% yield). (1) The reactants are Cl[C:2]1[N:7]=[C:6]([N:8]2[C:12]3[CH:13]=[CH:14][CH:15]=[CH:16][C:11]=3[N:10]=[C:9]2[CH:17]([F:19])[F:18])[N:5]=[C:4]([N:20]2[CH2:25][CH2:24][O:23][CH2:22][CH2:21]2)[N:3]=1.[CH3:26][N:27]1[CH2:32][CH2:31][NH:30][CH2:29][CH2:28]1. No catalyst specified. The product is [F:19][CH:17]([F:18])[C:9]1[N:8]([C:6]2[N:7]=[C:2]([N:30]3[CH2:31][CH2:32][N:27]([CH3:26])[CH2:28][CH2:29]3)[N:3]=[C:4]([N:20]3[CH2:21][CH2:22][O:23][CH2:24][CH2:25]3)[N:5]=2)[C:12]2[CH:13]=[CH:14][CH:15]=[CH:16][C:11]=2[N:10]=1. The yield is 0.850. (2) The reactants are [N+](C1C=CC(N)=C(N)C=1)([O-])=O.[CH:12]1([C:15]2[NH:16][C:17]3[CH:23]=[C:22]([N+:24]([O-])=O)[CH:21]=[CH:20][C:18]=3[N:19]=2)[CH2:14][CH2:13]1.[N+](C1NC2C=CC=CC=2N=1)([O-])=O. The catalyst is C1(C(O)=O)CC1.CCOC(C)=O.CO.[Pd]. The product is [CH:12]1([C:15]2[NH:16][C:17]3[CH:23]=[C:22]([NH2:24])[CH:21]=[CH:20][C:18]=3[N:19]=2)[CH2:14][CH2:13]1. The yield is 0.750. (3) The reactants are [CH3:1][O:2][C:3](=[O:13])[C:4]1[CH:12]=[CH:11][C:7]([C:8]([OH:10])=O)=[CH:6][CH:5]=1.CN(C=O)C.[CH3:19][C:20]1([CH3:33])[CH2:29][CH2:28][C:27]([CH3:31])([CH3:30])[C:26]2[CH:25]=[C:24]([NH2:32])[CH:23]=[CH:22][C:21]1=2.O. The catalyst is O=S(Cl)Cl.CN(C1C=CN=CC=1)C. The product is [CH3:1][O:2][C:3](=[O:13])[C:4]1[CH:5]=[CH:6][C:7]([C:8]([NH:32][C:24]2[CH:23]=[CH:22][C:21]3[C:20]([CH3:33])([CH3:19])[CH2:29][CH2:28][C:27]([CH3:31])([CH3:30])[C:26]=3[CH:25]=2)=[O:10])=[CH:11][CH:12]=1. The yield is 0.880. (4) The reactants are [C:1]([C:3]1[CH:8]=[CH:7][CH:6]=[CH:5][C:4]=1[C:9]1[CH:14]=[CH:13][C:12]([CH2:15][C:16]2[C:17](=[O:44])[N:18]([C@H:29]3[CH2:34][CH2:33][C@H:32]([O:35][CH:36]([CH2:42][CH3:43])C(OCC)=O)[CH2:31][CH2:30]3)[C:19]3[N:20]([N:25]=[C:26]([CH3:28])[N:27]=3)[C:21]=2[CH2:22][CH2:23][CH3:24])=[CH:11][CH:10]=1)#[N:2].C[Mg]Br.Cl. The catalyst is O1CCCC1. The product is [CH2:42]([CH:36]([O:35][C@H:32]1[CH2:33][CH2:34][C@H:29]([N:18]2[C:17](=[O:44])[C:16]([CH2:15][C:12]3[CH:13]=[CH:14][C:9]([C:4]4[C:3]([C:1]#[N:2])=[CH:8][CH:7]=[CH:6][CH:5]=4)=[CH:10][CH:11]=3)=[C:21]([CH2:22][CH2:23][CH3:24])[N:20]3[N:25]=[C:26]([CH3:28])[N:27]=[C:19]23)[CH2:30][CH2:31]1)[C:32]([OH:35])([CH3:33])[CH3:31])[CH3:43]. The yield is 0.600. (5) The reactants are [CH2:1](Br)[C:2]1[CH:7]=[CH:6][CH:5]=[CH:4][CH:3]=1.[Br:9][C:10]1[CH:11]=[C:12]([CH:15]=[CH:16][C:17]=1[OH:18])[CH:13]=[O:14].C(=O)([O-])[O-].[K+].[K+]. The catalyst is [I-].C([N+](CCCC)(CCCC)CCCC)CCC.CN(C)C=O. The product is [CH2:1]([O:18][C:17]1[CH:16]=[CH:15][C:12]([CH:13]=[O:14])=[CH:11][C:10]=1[Br:9])[C:2]1[CH:7]=[CH:6][CH:5]=[CH:4][CH:3]=1. The yield is 0.980. (6) The reactants are [O:1]1[CH:5]=[CH:4][C:3]([CH2:6]O)=[CH:2]1.C1(P([N:22]=[N+:23]=[N-:24])(C2C=CC=CC=2)=O)C=CC=CC=1.CCCCCCC=CCCC. The catalyst is C1(C)C=CC=CC=1. The product is [N:22]([CH2:6][C:3]1[CH:4]=[CH:5][O:1][CH:2]=1)=[N+:23]=[N-:24]. The yield is 0.950. (7) The reactants are [CH3:1][O:2][C:3]1[C:8]([O:9][CH3:10])=[C:7]([O:11][CH3:12])[C:6]([O:13][CH3:14])=[C:5]([CH3:15])[C:4]=1[CH2:16][CH2:17][CH2:18][OH:19].C(N(CC)CC)C.[CH3:27][S:28](Cl)(=[O:30])=[O:29]. The catalyst is C(Cl)Cl. The product is [CH3:27][S:28]([O:19][CH2:18][CH2:17][CH2:16][C:4]1[C:3]([O:2][CH3:1])=[C:8]([O:9][CH3:10])[C:7]([O:11][CH3:12])=[C:6]([O:13][CH3:14])[C:5]=1[CH3:15])(=[O:30])=[O:29]. The yield is 0.950.